This data is from Forward reaction prediction with 1.9M reactions from USPTO patents (1976-2016). The task is: Predict the product of the given reaction. (1) Given the reactants C(OC([N:11]1[CH2:17][CH2:16][C:15](=[O:18])[N:14]([CH2:19][CH2:20][CH2:21][C:22]([N:24]2[CH2:31][CH2:30][C:27]3([CH2:29][CH2:28]3)[C@H:26]([OH:32])[CH2:25]2)=[O:23])[CH2:13][CH2:12]1)=O)C1C=CC=CC=1.[H][H], predict the reaction product. The product is: [OH:32][C@@H:26]1[CH2:25][N:24]([C:22](=[O:23])[CH2:21][CH2:20][CH2:19][N:14]2[C:15](=[O:18])[CH2:16][CH2:17][NH:11][CH2:12][CH2:13]2)[CH2:31][CH2:30][C:27]21[CH2:29][CH2:28]2. (2) The product is: [CH:21]([N:19]1[CH2:20][CH:17]([O:8][C:5]2[CH:6]=[CH:7][C:2]([F:1])=[CH:3][CH:4]=2)[CH2:18]1)([C:28]1[CH:29]=[CH:30][CH:31]=[CH:32][CH:33]=1)[C:22]1[CH:23]=[CH:24][CH:25]=[CH:26][CH:27]=1. Given the reactants [F:1][C:2]1[CH:7]=[CH:6][C:5]([OH:8])=[CH:4][CH:3]=1.C(#N)C.CS(O[CH:17]1[CH2:20][N:19]([CH:21]([C:28]2[CH:33]=[CH:32][CH:31]=[CH:30][CH:29]=2)[C:22]2[CH:27]=[CH:26][CH:25]=[CH:24][CH:23]=2)[CH2:18]1)(=O)=O, predict the reaction product.